Dataset: Reaction yield outcomes from USPTO patents with 853,638 reactions. Task: Predict the reaction yield, written as a fraction of the theoretical maximum amount of product (1.0 means a 100% yield; for example, 0.34 means a 34% yield). The reactants are [P:1]([O:19][C:20]1[C:29]2[C:24](=[CH:25][C:26]3[O:32][CH2:31][O:30][C:27]=3[CH:28]=2)[N:23]=[C:22]([C:33]2[C:34]3[CH:41]=[CH:40][CH:39]=[CH:38][C:35]=3[O:36][CH:37]=2)[CH:21]=1)([O:11]CC1C=CC=CC=1)([O:3]CC1C=CC=CC=1)=[O:2]. The catalyst is CO.[Pd]. The product is [P:1]([OH:11])([OH:3])([O:19][C:20]1[C:29]2[C:24](=[CH:25][C:26]3[O:32][CH2:31][O:30][C:27]=3[CH:28]=2)[N:23]=[C:22]([C:33]2[C:34]3[CH:41]=[CH:40][CH:39]=[CH:38][C:35]=3[O:36][CH:37]=2)[CH:21]=1)=[O:2]. The yield is 0.463.